This data is from Full USPTO retrosynthesis dataset with 1.9M reactions from patents (1976-2016). The task is: Predict the reactants needed to synthesize the given product. Given the product [CH3:14][C:11]([S:9]([NH:8][C:15]([C:31]1[CH:32]=[CH:33][C:34]([O:37][CH2:38][CH2:39][CH2:40][C:41]([F:44])([F:42])[F:43])=[CH:35][CH:36]=1)([C:20]([F:30])([F:29])[C:21](=[O:28])[C:48]1[CH:49]=[CH:50][C:45]([CH3:53])=[CH:46][CH:47]=1)[C:16]([F:17])([F:18])[F:19])=[O:10])([CH3:12])[CH3:13], predict the reactants needed to synthesize it. The reactants are: C([N:8]([C:15]([C:31]1[CH:36]=[CH:35][C:34]([O:37][CH2:38][CH2:39][CH2:40][C:41]([F:44])([F:43])[F:42])=[CH:33][CH:32]=1)([C:20]([F:30])([F:29])[C:21](=[O:28])N1CCCCC1)[C:16]([F:19])([F:18])[F:17])[S:9]([C:11]([CH3:14])([CH3:13])[CH3:12])=[O:10])C1C=CC=CC=1.[C:45]1([CH3:53])[CH:50]=[CH:49][C:48]([Mg]Br)=[CH:47][CH:46]=1.